From a dataset of NCI-60 drug combinations with 297,098 pairs across 59 cell lines. Regression. Given two drug SMILES strings and cell line genomic features, predict the synergy score measuring deviation from expected non-interaction effect. (1) Drug 1: CC1OCC2C(O1)C(C(C(O2)OC3C4COC(=O)C4C(C5=CC6=C(C=C35)OCO6)C7=CC(=C(C(=C7)OC)O)OC)O)O. Drug 2: CC1=CC2C(CCC3(C2CCC3(C(=O)C)OC(=O)C)C)C4(C1=CC(=O)CC4)C. Cell line: HOP-62. Synergy scores: CSS=33.4, Synergy_ZIP=10.9, Synergy_Bliss=15.4, Synergy_Loewe=-15.7, Synergy_HSA=10.9. (2) Drug 2: CC1=C2C(C(=O)C3(C(CC4C(C3C(C(C2(C)C)(CC1OC(=O)C(C(C5=CC=CC=C5)NC(=O)OC(C)(C)C)O)O)OC(=O)C6=CC=CC=C6)(CO4)OC(=O)C)O)C)O. Drug 1: C1=NC2=C(N1)C(=S)N=C(N2)N. Synergy scores: CSS=36.5, Synergy_ZIP=-2.33, Synergy_Bliss=-0.392, Synergy_Loewe=-0.395, Synergy_HSA=0.592. Cell line: SK-MEL-2. (3) Drug 1: C1=C(C(=O)NC(=O)N1)F. Drug 2: CC(C)(C#N)C1=CC(=CC(=C1)CN2C=NC=N2)C(C)(C)C#N. Cell line: SN12C. Synergy scores: CSS=24.9, Synergy_ZIP=1.47, Synergy_Bliss=2.04, Synergy_Loewe=3.08, Synergy_HSA=3.20. (4) Drug 1: CC=C1C(=O)NC(C(=O)OC2CC(=O)NC(C(=O)NC(CSSCCC=C2)C(=O)N1)C(C)C)C(C)C. Drug 2: CCC1(C2=C(COC1=O)C(=O)N3CC4=CC5=C(C=CC(=C5CN(C)C)O)N=C4C3=C2)O.Cl. Cell line: HOP-92. Synergy scores: CSS=56.7, Synergy_ZIP=-2.16, Synergy_Bliss=1.63, Synergy_Loewe=-7.11, Synergy_HSA=4.22. (5) Drug 1: C1=CC=C(C=C1)NC(=O)CCCCCCC(=O)NO. Drug 2: CC(C)(C#N)C1=CC(=CC(=C1)CN2C=NC=N2)C(C)(C)C#N. Cell line: MALME-3M. Synergy scores: CSS=2.92, Synergy_ZIP=1.14, Synergy_Bliss=5.16, Synergy_Loewe=2.99, Synergy_HSA=3.17.